Dataset: NCI-60 drug combinations with 297,098 pairs across 59 cell lines. Task: Regression. Given two drug SMILES strings and cell line genomic features, predict the synergy score measuring deviation from expected non-interaction effect. Drug 1: CNC(=O)C1=CC=CC=C1SC2=CC3=C(C=C2)C(=NN3)C=CC4=CC=CC=N4. Drug 2: C1CCC(C1)C(CC#N)N2C=C(C=N2)C3=C4C=CNC4=NC=N3. Cell line: U251. Synergy scores: CSS=10.4, Synergy_ZIP=-4.12, Synergy_Bliss=-4.61, Synergy_Loewe=-23.8, Synergy_HSA=-3.89.